This data is from Catalyst prediction with 721,799 reactions and 888 catalyst types from USPTO. The task is: Predict which catalyst facilitates the given reaction. Reactant: [CH:1]1([NH:4][C:5]2[C:13]([F:14])=[C:12]([N:15]3[CH2:19][CH2:18][CH2:17][CH2:16]3)[C:11]([F:20])=[CH:10][C:6]=2[C:7]([OH:9])=O)[CH2:3][CH2:2]1.[C:21]([N:28]1C=CN=C1)(N1C=CN=C1)=[O:22].C(N(CC)CC)C.Cl.[C:41]([O:45]N)([CH3:44])([CH3:43])[CH3:42]. Product: [C:41]([O:45][N:28]1[C:7](=[O:9])[C:6]2[C:5](=[C:13]([F:14])[C:12]([N:15]3[CH2:19][CH2:18][CH2:17][CH2:16]3)=[C:11]([F:20])[CH:10]=2)[N:4]([CH:1]2[CH2:2][CH2:3]2)[C:21]1=[O:22])([CH3:44])([CH3:43])[CH3:42]. The catalyst class is: 20.